This data is from Catalyst prediction with 721,799 reactions and 888 catalyst types from USPTO. The task is: Predict which catalyst facilitates the given reaction. (1) Reactant: C(O[C:4](=[O:17])/[CH:5]=[CH:6]/[C:7]1[CH:12]=[C:11]([O:13][CH3:14])[CH:10]=[C:9]([Br:15])[C:8]=1[OH:16])C.C([O-])([O-])=O.[K+].[K+].C(Br)[C:25]1[CH:30]=[CH:29][CH:28]=[CH:27][CH:26]=1. Product: [CH2:14]([O:13][C:11]1[CH:12]=[C:7]2[C:8](=[C:9]([Br:15])[CH:10]=1)[O:16][C:4](=[O:17])[CH:5]=[CH:6]2)[C:25]1[CH:30]=[CH:29][CH:28]=[CH:27][CH:26]=1. The catalyst class is: 31. (2) Reactant: [CH2:1]([O:8][C:9]([N:11]1[CH2:16][C@H:15]([O:17][CH2:18][C:19]2[CH:20]=[CH:21][C:22]3[O:27][CH2:26][CH2:25][N:24]([CH2:28][CH2:29][CH2:30][O:31][CH3:32])[C:23]=3[CH:33]=2)[C@@H:14]([C:34]2[CH:39]=[CH:38][C:37]([O:40][CH3:41])=[CH:36][CH:35]=2)[CH2:13][C@H:12]1[CH2:42][CH2:43]OS(C)(=O)=O)=[O:10])[C:2]1[CH:7]=[CH:6][CH:5]=[CH:4][CH:3]=1.[N-:49]=[N+:50]=[N-:51].[Na+]. Product: [CH2:1]([O:8][C:9]([N:11]1[CH2:16][C@H:15]([O:17][CH2:18][C:19]2[CH:20]=[CH:21][C:22]3[O:27][CH2:26][CH2:25][N:24]([CH2:28][CH2:29][CH2:30][O:31][CH3:32])[C:23]=3[CH:33]=2)[C@@H:14]([C:34]2[CH:39]=[CH:38][C:37]([O:40][CH3:41])=[CH:36][CH:35]=2)[CH2:13][C@H:12]1[CH2:42][CH2:43][N:49]=[N+:50]=[N-:51])=[O:10])[C:2]1[CH:7]=[CH:6][CH:5]=[CH:4][CH:3]=1. The catalyst class is: 35. (3) Reactant: [CH3:1][C:2]1[O:3][C:4]2[C:13]3[C:12](=[CH:14][CH2:15][NH:16][C:17](=[O:19])[CH3:18])[CH2:11][CH2:10][C:9]=3[CH:8]=[CH:7][C:5]=2[N:6]=1.S(=O)(=O)(O)O.C(=O)([O-])O.[Na+]. Product: [CH3:1][C:2]1[O:3][C:4]2[C:13]3[C:12]([CH2:14][CH2:15][NH:16][C:17](=[O:19])[CH3:18])=[CH:11][CH2:10][C:9]=3[CH:8]=[CH:7][C:5]=2[N:6]=1. The catalyst class is: 11. (4) Reactant: [Cl:1][C:2]1[CH:33]=[CH:32][C:5]([O:6][C:7]2[CH:12]=[CH:11][C:10]([N:13]3[C@@H:17]([C:18]4[CH:23]=[CH:22][CH:21]=[C:20]([C:24]([F:27])([F:26])[F:25])[CH:19]=4)[CH2:16][C@H:15]([CH2:28][CH:29]=[CH2:30])[C:14]3=[O:31])=[CH:9][CH:8]=2)=[CH:4][CH:3]=1.B1C2CCCC1CCC2.[OH-:43].[Na+].OO. Product: [Cl:1][C:2]1[CH:3]=[CH:4][C:5]([O:6][C:7]2[CH:12]=[CH:11][C:10]([N:13]3[C@@H:17]([C:18]4[CH:23]=[CH:22][CH:21]=[C:20]([C:24]([F:25])([F:26])[F:27])[CH:19]=4)[CH2:16][C@H:15]([CH2:28][CH2:29][CH2:30][OH:43])[C:14]3=[O:31])=[CH:9][CH:8]=2)=[CH:32][CH:33]=1. The catalyst class is: 56. (5) Reactant: [Cl:1][C:2]1[CH:7]=[CH:6][C:5]([CH2:8][CH:9]([C:11]2[CH:16]=[CH:15][C:14]([Cl:17])=[CH:13][C:12]=2[Cl:18])[OH:10])=[CH:4][CH:3]=1.[Cr](O)(O)(=O)=O. Product: [Cl:1][C:2]1[CH:7]=[CH:6][C:5]([CH2:8][C:9]([C:11]2[CH:16]=[CH:15][C:14]([Cl:17])=[CH:13][C:12]=2[Cl:18])=[O:10])=[CH:4][CH:3]=1. The catalyst class is: 21. (6) Reactant: C1(O[C:8](=[O:44])[NH:9][C:10]2([C:35]3[C:36]([O:41][CH2:42][CH3:43])=[N:37][CH:38]=[CH:39][CH:40]=3)[C:18]3[C:13](=[CH:14][CH:15]=[C:16]([C:19]#[N:20])[CH:17]=3)[N:12]([S:21]([C:24]3[CH:29]=[CH:28][C:27]([O:30][CH3:31])=[CH:26][C:25]=3[O:32][CH3:33])(=[O:23])=[O:22])[C:11]2=[O:34])C=CC=CC=1.[CH3:45][N:46]1[CH2:51][CH2:50][CH:49]([N:52]2[CH2:57][CH2:56][NH:55][CH2:54][CH2:53]2)[CH2:48][CH2:47]1.C1COCC1.C(O)(C(F)(F)F)=O. Product: [C:19]([C:16]1[CH:17]=[C:18]2[C:13](=[CH:14][CH:15]=1)[N:12]([S:21]([C:24]1[CH:29]=[CH:28][C:27]([O:30][CH3:31])=[CH:26][C:25]=1[O:32][CH3:33])(=[O:22])=[O:23])[C:11](=[O:34])[C:10]2([NH:9][C:8]([N:55]1[CH2:54][CH2:53][N:52]([CH:49]2[CH2:50][CH2:51][N:46]([CH3:45])[CH2:47][CH2:48]2)[CH2:57][CH2:56]1)=[O:44])[C:35]1[C:36]([O:41][CH2:42][CH3:43])=[N:37][CH:38]=[CH:39][CH:40]=1)#[N:20]. The catalyst class is: 47. (7) Reactant: F[C:2]1[C:3]([CH3:19])=[C:4]([CH:9]=[CH:10][C:11]=1[C:12]([F:18])([F:17])[C:13]([F:16])([F:15])[F:14])[C:5]([O:7][CH3:8])=[O:6].CN(C=O)C.[CH3:25][S-:26].[Na+]. The catalyst class is: 13. Product: [CH3:19][C:3]1[C:2]([S:26][CH3:25])=[C:11]([C:12]([F:18])([F:17])[C:13]([F:16])([F:15])[F:14])[CH:10]=[CH:9][C:4]=1[C:5]([O:7][CH3:8])=[O:6]. (8) Reactant: [Cl-].[Cl-].[Cl-].[Al+3].[NH:5]1[C:9]2=[N:10][CH:11]=[CH:12][CH:13]=[C:8]2[CH:7]=[CH:6]1.[N+:14]([C:17]1[CH:18]=[C:19]([CH:23]=[CH:24][CH:25]=1)[C:20](Cl)=[O:21])([O-:16])=[O:15]. Product: [N+:14]([C:17]1[CH:18]=[C:19]([C:20]([C:7]2[C:8]3[C:9](=[N:10][CH:11]=[CH:12][CH:13]=3)[NH:5][CH:6]=2)=[O:21])[CH:23]=[CH:24][CH:25]=1)([O-:16])=[O:15]. The catalyst class is: 4. (9) Product: [C:27]([O:26][C:24]([N:2]([CH3:1])[CH2:3][C:4]([O:6][CH2:7][CH3:8])=[O:5])=[O:25])([CH3:28])([CH3:29])[CH3:30]. The catalyst class is: 4. Reactant: [CH3:1][NH:2][CH2:3][C:4]([O:6][CH2:7][CH3:8])=[O:5].C(N(CC)CC)C.[C:24](O[C:24]([O:26][C:27]([CH3:30])([CH3:29])[CH3:28])=[O:25])([O:26][C:27]([CH3:30])([CH3:29])[CH3:28])=[O:25]. (10) Reactant: C1C=C(Cl)C=C(C(OO)=[O:9])C=1.[N:12]1[C:21]2[C:16](=[CH:17][C:18]([CH2:22][C:23]([O:25][CH3:26])=[O:24])=[CH:19][CH:20]=2)[CH:15]=[CH:14][CH:13]=1.C([O-])([O-])=O.[K+].[K+]. The catalyst class is: 149. Product: [CH3:26][O:25][C:23](=[O:24])[CH2:22][C:18]1[CH:17]=[C:16]2[C:21](=[CH:20][CH:19]=1)[N+:12]([O-:9])=[CH:13][CH:14]=[CH:15]2.